Dataset: Forward reaction prediction with 1.9M reactions from USPTO patents (1976-2016). Task: Predict the product of the given reaction. (1) Given the reactants C(O)(C(F)(F)F)=O.C(OC(=O)[NH:14][C:15]1[S:16][C:17]([C:20]([CH3:41])([CH3:40])[CH2:21][O:22][Si:23]([C:36]([CH3:39])([CH3:38])[CH3:37])([C:30]2[CH:35]=[CH:34][CH:33]=[CH:32][CH:31]=2)[C:24]2[CH:29]=[CH:28][CH:27]=[CH:26][CH:25]=2)=[N:18][N:19]=1)(C)(C)C, predict the reaction product. The product is: [C:36]([Si:23]([C:24]1[CH:29]=[CH:28][CH:27]=[CH:26][CH:25]=1)([C:30]1[CH:35]=[CH:34][CH:33]=[CH:32][CH:31]=1)[O:22][CH2:21][C:20]([C:17]1[S:16][C:15]([NH2:14])=[N:19][N:18]=1)([CH3:41])[CH3:40])([CH3:37])([CH3:38])[CH3:39]. (2) Given the reactants [OH2:1].[O-:2][Mn](=O)(=O)=O.[K+].[CH3:8][C:9]1[CH:14]=[C:13]([CH3:15])[N:12]=[CH:11][N:10]=1.Cl, predict the reaction product. The product is: [CH3:15][C:13]1[N:12]=[CH:11][N:10]=[C:9]([C:8]([OH:2])=[O:1])[CH:14]=1. (3) Given the reactants [C:1]([CH2:3][NH:4][C:5]([NH:7][CH2:8][CH3:9])=[O:6])#[N:2].CC(C)([O-])C.[K+].[CH3:16][O:17][C:18]1[CH:19]=[C:20]([CH:23]=[CH:24][C:25]=1[O:26][CH2:27][C:28]1[CH:33]=[CH:32][C:31]([O:34][CH3:35])=[CH:30][CH:29]=1)[CH:21]=O.[Cl-].[NH4+], predict the reaction product. The product is: [CH2:8]([N:7]1[C:1](=[NH:2])/[C:3](=[CH:21]/[C:20]2[CH:23]=[CH:24][C:25]([O:26][CH2:27][C:28]3[CH:33]=[CH:32][C:31]([O:34][CH3:35])=[CH:30][CH:29]=3)=[C:18]([O:17][CH3:16])[CH:19]=2)/[NH:4][C:5]1=[O:6])[CH3:9]. (4) Given the reactants [Si]([O:8][CH2:9][C:10]1[C:11]([C:16]2[N:20]([CH3:21])[N:19]=[CH:18][CH:17]=2)=[N:12][CH:13]=[CH:14][CH:15]=1)(C(C)(C)C)(C)C.[Si](OC[C:31]1[C:32]([C:37]2[CH:41]=[CH:40][N:39]([CH3:42])[N:38]=2)=[N:33][CH:34]=[CH:35][CH:36]=1)(C(C)(C)C)(C)C.Cl, predict the reaction product. The product is: [CH3:21][N:20]1[C:16]([C:11]2[C:10]([CH2:9][OH:8])=[CH:15][CH:14]=[CH:13][N:12]=2)=[CH:17][CH:18]=[N:19]1.[CH3:42][N:39]1[CH:40]=[CH:41][C:37]([C:32]2[CH:31]=[CH:36][C:35]([CH2:9][OH:8])=[CH:34][N:33]=2)=[N:38]1. (5) Given the reactants Br[C:2]1[CH:11]=[CH:10][C:9]2[N:8]=[CH:7][C:6]3[N:12]([CH3:26])[C:13](=[O:25])[N:14]([C:15]4[C:16]([CH3:24])=[N:17][N:18]([CH2:20][C:21]([OH:23])=[O:22])[CH:19]=4)[C:5]=3[C:4]=2[CH:3]=1.[CH3:27][O:28][C:29]1[CH:34]=[CH:33][C:32](B(O)O)=[CH:31][N:30]=1, predict the reaction product. The product is: [CH3:27][O:28][C:29]1[N:30]=[CH:31][C:32]([C:2]2[CH:11]=[CH:10][C:9]3[N:8]=[CH:7][C:6]4[N:12]([CH3:26])[C:13](=[O:25])[N:14]([C:15]5[C:16]([CH3:24])=[N:17][N:18]([CH2:20][C:21]([OH:23])=[O:22])[CH:19]=5)[C:5]=4[C:4]=3[CH:3]=2)=[CH:33][CH:34]=1. (6) The product is: [CH3:1][O:2][P:3]([C:7]1[CH:8]=[C:9]([C:15]2[CH:16]=[CH:17][C:18]([CH2:21][Br:22])=[CH:19][CH:20]=2)[CH:10]=[CH:11][C:12]=1[O:13][CH3:14])(=[O:6])[O:4][CH3:5]. Given the reactants [CH3:1][O:2][P:3]([C:7]1[CH:8]=[C:9]([C:15]2[CH:20]=[CH:19][C:18]([CH3:21])=[CH:17][CH:16]=2)[CH:10]=[CH:11][C:12]=1[O:13][CH3:14])(=[O:6])[O:4][CH3:5].[Br:22]N1C(=O)CCC1=O.C(OOC(=O)C1C=CC=CC=1)(=O)C1C=CC=CC=1, predict the reaction product.